From a dataset of Tyrosyl-DNA phosphodiesterase HTS with 341,365 compounds. Binary Classification. Given a drug SMILES string, predict its activity (active/inactive) in a high-throughput screening assay against a specified biological target. (1) The drug is Clc1c(OCc2cc(C(=O)NCc3ccccc3)ccc2)cccc1. The result is 0 (inactive). (2) The molecule is o1c(CN(c2c(n(Cc3ccccc3)c(=O)[nH]c2=O)N)C(=O)c2cc(cc(c2)C)C)ccc1. The result is 0 (inactive). (3) The molecule is Fc1ccc(c2onc(n2)c2cc3[nH]c(=O)n(c3cc2)C)cc1. The result is 0 (inactive). (4) The result is 0 (inactive). The compound is s1c(NC(=O)c2cccnc2)c(c(c1C(=O)C)C)C(OCC)=O. (5) The drug is O=C(Nc1ccc(OC)cc1)CN1CCC(CC1)C. The result is 0 (inactive). (6) The compound is O=C1N(CC(=O)N1)c1ccccc1. The result is 0 (inactive). (7) The compound is S(c1n(C2CCCCC2)c(=O)c2c(n1)cccc2)CC#N. The result is 0 (inactive).